Dataset: Full USPTO retrosynthesis dataset with 1.9M reactions from patents (1976-2016). Task: Predict the reactants needed to synthesize the given product. (1) Given the product [C:1]([O:4][CH2:5][C:6]1[C:7]([N:21]2[CH2:32][CH2:31][C:30]3[C:29]4[CH2:28][C:27]([CH3:34])([CH3:33])[CH2:26][C:25]=4[S:24][C:23]=3[C:22]2=[O:35])=[N:8][CH:9]=[CH:10][C:11]=1[C:37]1[CH:38]=[C:39]([NH:45][C:46]2[N:47]=[N:48][N:49]([CH3:51])[CH:50]=2)[C:40](=[O:44])[N:41]([CH3:43])[CH:42]=1)(=[O:3])[CH3:2], predict the reactants needed to synthesize it. The reactants are: [C:1]([O:4][CH2:5][C:6]1[C:7]([N:21]2[CH2:32][CH2:31][C:30]3[C:29]4[CH2:28][C:27]([CH3:34])([CH3:33])[CH2:26][C:25]=4[S:24][C:23]=3[C:22]2=[O:35])=[N:8][CH:9]=[CH:10][C:11]=1B1OC(C)(C)C(C)(C)O1)(=[O:3])[CH3:2].Br[C:37]1[CH:38]=[C:39]([NH:45][C:46]2[N:47]=[N:48][N:49]([CH3:51])[CH:50]=2)[C:40](=[O:44])[N:41]([CH3:43])[CH:42]=1.C([O-])(=O)C.[K+].[O-]P([O-])([O-])=O.[K+].[K+].[K+]. (2) Given the product [OH:64][CH2:63][C:54]1[C:53]2[C:58]3=[C:59]([O:60][CH2:61][N:57]3[C:56](=[O:62])[CH:55]=1)[C:50]([C:35]1[CH:36]=[CH:37][C:32]([OH:31])=[CH:33][CH:34]=1)=[CH:51][CH:52]=2, predict the reactants needed to synthesize it. The reactants are: C1(P(C2C=CC=CC=2)C2C=CC=CC=2)C=CC=CC=1.COC.P([O-])([O-])([O-])=O.[K+].[K+].[K+].[OH:31][C:32]1[CH:37]=[CH:36][C:35](B2C(=O)C(C)(C)C(C)(C)C2=O)=[CH:34][CH:33]=1.Br[C:50]1[C:59]2[O:60][CH2:61][N:57]3[C:58]=2[C:53]([C:54]([CH2:63][OH:64])=[CH:55][C:56]3=[O:62])=[CH:52][CH:51]=1.Cl. (3) Given the product [Cl:1][C:2]1[CH:3]=[CH:4][C:5]([CH2:11][O:12][C:13]2[CH:18]=[CH:17][C:16]([Cl:19])=[CH:15][CH:14]=2)=[C:6]([CH:10]=1)[C:7]([NH:21][C@H:22]([C:24]1[CH:33]=[CH:32][C:27]([C:28]([O:30][CH3:31])=[O:29])=[CH:26][CH:25]=1)[CH3:23])=[O:9], predict the reactants needed to synthesize it. The reactants are: [Cl:1][C:2]1[CH:3]=[CH:4][C:5]([CH2:11][O:12][C:13]2[CH:18]=[CH:17][C:16]([Cl:19])=[CH:15][CH:14]=2)=[C:6]([CH:10]=1)[C:7]([OH:9])=O.Cl.[NH2:21][C@H:22]([C:24]1[CH:33]=[CH:32][C:27]([C:28]([O:30][CH3:31])=[O:29])=[CH:26][CH:25]=1)[CH3:23]. (4) Given the product [CH3:18][O:19][C:20]([C:22]1[N:23]=[C:24]([O:10][C:7]2[CH:8]=[CH:9][C:4]3[CH2:3][O:2][B:1]([OH:11])[C:5]=3[CH:6]=2)[S:25][CH:26]=1)=[O:21], predict the reactants needed to synthesize it. The reactants are: [B:1]1([OH:11])[C:5]2[CH:6]=[C:7]([OH:10])[CH:8]=[CH:9][C:4]=2[CH2:3][O:2]1.C(=O)([O-])[O-].[K+].[K+].[CH3:18][O:19][C:20]([C:22]1[N:23]=[C:24](Br)[S:25][CH:26]=1)=[O:21]. (5) Given the product [Br:14][CH2:15][CH2:16][CH2:17][NH:18][S:9]([C:6]1[CH:7]=[CH:8][C:3]([C:1]#[N:2])=[CH:4][CH:5]=1)(=[O:11])=[O:10], predict the reactants needed to synthesize it. The reactants are: [C:1]([C:3]1[CH:8]=[CH:7][C:6]([S:9](Cl)(=[O:11])=[O:10])=[CH:5][CH:4]=1)#[N:2].Br.[Br:14][CH2:15][CH2:16][CH2:17][NH2:18].C(N(CC)CC)C.